From a dataset of Reaction yield outcomes from USPTO patents with 853,638 reactions. Predict the reaction yield, written as a fraction of the theoretical maximum amount of product (1.0 means a 100% yield; for example, 0.34 means a 34% yield). (1) The reactants are [CH2:1]([C:3]1[CH:31]=[CH:30][C:6]([O:7][C:8]2[CH:28]=[CH:27][C:11]([O:12][CH2:13][CH2:14][CH2:15][N:16]3C(=O)C4C(=CC=CC=4)C3=O)=[CH:10][C:9]=2[F:29])=[C:5]([OH:32])[CH:4]=1)[CH3:2].O.NN.Cl. The catalyst is CO. The product is [NH2:16][CH2:15][CH2:14][CH2:13][O:12][C:11]1[CH:27]=[CH:28][C:8]([O:7][C:6]2[CH:30]=[CH:31][C:3]([CH2:1][CH3:2])=[CH:4][C:5]=2[OH:32])=[C:9]([F:29])[CH:10]=1. The yield is 0.440. (2) The yield is 0.520. No catalyst specified. The reactants are Cl.[NH2:2][OH:3].[OH-:4].[Na+].CO[C:8]1[CH:9]=[C:10]([CH:13]=[CH:14][CH:15]=1)[C:11]#[N:12].[CH2:16](O)C. The product is [OH:3][NH:2][C:11](=[NH:12])[C:10]1[CH:13]=[CH:14][CH:15]=[C:8]([O:4][CH3:16])[CH:9]=1. (3) The reactants are [Cl:1][C:2]1[CH:7]=[C:6](I)[C:5]([Cl:9])=[CH:4][N:3]=1.[NH2:10][C:11]1[CH:18]=[CH:17][C:16]([F:19])=[CH:15][C:12]=1[C:13]#[N:14].[O-]P(OP(OP([O-])([O-])=O)([O-])=O)(=O)[O-].[K+].[K+].[K+].[K+].[K+]. The catalyst is O1CCOCC1.C([O-])(=O)C.[Pd+2].C([O-])(=O)C.C1C=CC(P(C2C(OC3C(P(C4C=CC=CC=4)C4C=CC=CC=4)=CC=CC=3)=CC=CC=2)C2C=CC=CC=2)=CC=1. The product is [Cl:1][C:2]1[CH:7]=[C:6]([NH:10][C:11]2[CH:18]=[CH:17][C:16]([F:19])=[CH:15][C:12]=2[C:13]#[N:14])[C:5]([Cl:9])=[CH:4][N:3]=1. The yield is 0.860. (4) The reactants are [N:1]1([C:6]2[CH:11]=[CH:10][C:9]([OH:12])=[CH:8][CH:7]=2)[CH:5]=[N:4][N:3]=[N:2]1.C1N2CN3CN(C2)CN1C3.FC(F)(F)[C:25](O)=[O:26]. No catalyst specified. The product is [OH:12][C:9]1[CH:8]=[CH:7][C:6]([N:1]2[CH:5]=[N:4][N:3]=[N:2]2)=[CH:11][C:10]=1[CH:25]=[O:26]. The yield is 0.300.